Dataset: Full USPTO retrosynthesis dataset with 1.9M reactions from patents (1976-2016). Task: Predict the reactants needed to synthesize the given product. (1) Given the product [C:3]([C@:5]12[CH2:29][C@@H:28]([OH:30])[CH2:27][CH2:26][C@:25]1([CH3:31])[C:24]1[CH2:23][CH2:22][C@@:21]3([CH3:32])[C@@H:9]([CH2:10][CH2:11][C@@H:12]3[C@H:13]([CH3:20])[CH2:14][CH2:15][CH2:16][CH:17]([CH3:19])[CH3:18])[C:8]=1[CH2:7][CH2:6]2)#[N:4].[C:3]([C@:5]12[CH2:29][C@H:28]([OH:30])[CH2:27][CH2:26][C@:25]1([CH3:31])[C:24]1[CH2:23][CH2:22][C@@:21]3([CH3:32])[C@@H:9]([CH2:10][CH2:11][C@@H:12]3[C@H:13]([CH3:20])[CH2:14][CH2:15][CH2:16][CH:17]([CH3:19])[CH3:18])[C:8]=1[CH2:7][CH2:6]2)#[N:4], predict the reactants needed to synthesize it. The reactants are: [BH4-].[Na+].[C:3]([C@:5]12[CH2:29][C:28](=[O:30])[CH2:27][CH2:26][C@:25]1([CH3:31])[C:24]1[CH2:23][CH2:22][C@@:21]3([CH3:32])[C@@H:9]([CH2:10][CH2:11][C@@H:12]3[C@H:13]([CH3:20])[CH2:14][CH2:15][CH2:16][CH:17]([CH3:19])[CH3:18])[C:8]=1[CH2:7][CH2:6]2)#[N:4].Cl. (2) Given the product [Br:35][C:26]1[C:25]([CH3:29])=[N:24][N:23]([C:20]2[CH:21]=[CH:22][C:17]([O:16][CH2:15][C:3]3[C:2]([CH3:1])=[CH:7][CH:6]=[CH:5][C:4]=3[N:8]3[C:12](=[O:13])[N:11]([CH3:14])[N:10]=[N:9]3)=[C:18]([Cl:30])[CH:19]=2)[C:27]=1[CH3:28], predict the reactants needed to synthesize it. The reactants are: [CH3:1][C:2]1[C:3]([CH2:15][O:16][C:17]2[CH:22]=[CH:21][C:20]([N:23]3[C:27]([CH3:28])=[CH:26][C:25]([CH3:29])=[N:24]3)=[CH:19][C:18]=2[Cl:30])=[C:4]([N:8]2[C:12](=[O:13])[N:11]([CH3:14])[N:10]=[N:9]2)[CH:5]=[CH:6][CH:7]=1.C(Cl)(Cl)Cl.[Br:35]N1C(=O)CCC1=O. (3) Given the product [CH2:1]([C@H:4]1[CH2:9][CH2:8][C@H:7]([C@H:10]2[CH2:15][CH2:14][C@H:13]([CH2:16][Si:21]([O:24][CH3:25])([O:22][CH3:23])[O:20][CH3:19])[CH2:12][CH2:11]2)[CH2:6][CH2:5]1)[CH2:2][CH3:3], predict the reactants needed to synthesize it. The reactants are: [CH2:1]([C@H:4]1[CH2:9][CH2:8][C@H:7]([C@H:10]2[CH2:15][CH2:14][C@H:13]([CH2:16]Cl)[CH2:12][CH2:11]2)[CH2:6][CH2:5]1)[CH2:2][CH3:3].[Mg].[CH3:19][O:20][Si:21](OC)([O:24][CH3:25])[O:22][CH3:23]. (4) Given the product [C:1]1([CH:7]([C:32]2[CH:37]=[CH:36][CH:35]=[CH:34][CH:33]=2)[C:8]2[CH:9]=[CH:10][C:11](=[O:31])[N:12]([CH2:14][CH2:15][N:16]([CH2:17][C:18]3[CH:19]=[C:20]([CH:28]=[CH:29][CH:30]=3)[O:21][CH2:22][C:23]([O:25][CH2:26][CH3:27])=[O:24])[CH3:38])[CH:13]=2)[CH:2]=[CH:3][CH:4]=[CH:5][CH:6]=1, predict the reactants needed to synthesize it. The reactants are: [C:1]1([CH:7]([C:32]2[CH:37]=[CH:36][CH:35]=[CH:34][CH:33]=2)[C:8]2[CH:9]=[CH:10][C:11](=[O:31])[N:12]([CH2:14][CH2:15][NH:16][CH2:17][C:18]3[CH:19]=[C:20]([CH:28]=[CH:29][CH:30]=3)[O:21][CH2:22][C:23]([O:25][CH2:26][CH3:27])=[O:24])[CH:13]=2)[CH:6]=[CH:5][CH:4]=[CH:3][CH:2]=1.[C:38](O[BH-](OC(=O)C)OC(=O)C)(=O)C.[Na+]. (5) Given the product [OH:1][CH2:2][CH2:3][N:4]([CH2:18][CH2:19][C:20]1[CH:21]=[CH:22][CH:23]=[CH:24][CH:25]=1)[C:5](=[O:17])[NH:6][C@@H:7]([CH2:13][CH:14]([CH3:15])[CH3:16])[C:8]([OH:10])=[O:9], predict the reactants needed to synthesize it. The reactants are: [OH:1][CH2:2][CH2:3][N:4]([CH2:18][CH2:19][C:20]1[CH:25]=[CH:24][CH:23]=[CH:22][CH:21]=1)[C:5](=[O:17])[NH:6][C@@H:7]([CH2:13][CH:14]([CH3:16])[CH3:15])[C:8]([O:10]CC)=[O:9].[OH-].[Li+].C(O)(=O)CC(CC(O)=O)(C(O)=O)O. (6) Given the product [Cl:18][C:15]1[CH:16]=[CH:17][C:10]2[N:9]=[C:8]([C:5]3[CH:6]=[CH:7][C:2]([B:22]4[O:23][C:24]([CH3:26])([CH3:25])[C:20]([CH3:36])([CH3:19])[O:21]4)=[CH:3][CH:4]=3)[CH2:13][O:12][C:11]=2[CH:14]=1, predict the reactants needed to synthesize it. The reactants are: Br[C:2]1[CH:7]=[CH:6][C:5]([C:8]2[CH2:13][O:12][C:11]3[CH:14]=[C:15]([Cl:18])[CH:16]=[CH:17][C:10]=3[N:9]=2)=[CH:4][CH:3]=1.[CH3:19][C:20]1([CH3:36])[C:24]([CH3:26])([CH3:25])[O:23][B:22]([B:22]2[O:23][C:24]([CH3:26])([CH3:25])[C:20]([CH3:36])([CH3:19])[O:21]2)[O:21]1.C([O-])(=O)C.[K+]. (7) Given the product [F:1][C:2]1[CH:3]=[C:4]2[C:6]([C:14]([OH:13])=[C:15]([C:16]([O:18][CH2:19][CH3:20])=[O:17])[CH:21]=[N:5]2)=[CH:7][C:8]=1[O:9][CH3:10], predict the reactants needed to synthesize it. The reactants are: [F:1][C:2]1[CH:3]=[C:4]([CH:6]=[CH:7][C:8]=1[O:9][CH3:10])[NH2:5].C([O:13][CH:14]=[C:15]([C:21](OCC)=O)[C:16]([O:18][CH2:19][CH3:20])=[O:17])C.C1(OC2C=CC=CC=2)C=CC=CC=1. (8) Given the product [CH2:23]([O:11][C:9]1[CH:8]=[C:7]2[C:2]([CH:3]3[O:14][C:13]4[CH:15]=[CH:16][CH:17]=[CH:18][C:12]=4[CH:4]3[CH2:5][O:6]2)=[CH:1][CH:10]=1)[CH:22]=[CH2:21], predict the reactants needed to synthesize it. The reactants are: [CH:1]1[CH:10]=[C:9]([OH:11])[CH:8]=[C:7]2[C:2]=1[CH:3]1[O:14][C:13]3[CH:15]=[CH:16][CH:17]=[CH:18][C:12]=3[CH:4]1[CH2:5][O:6]2.[H-].[Na+].[CH2:21](Br)[CH:22]=[CH2:23].Cl. (9) Given the product [CH2:37]([O:36][C:31]1[CH:32]=[CH:33][CH:34]=[CH:35][C:30]=1[C:28](=[O:29])[CH2:23][CH2:22][C:20]1[N:21]=[C:17]([C:11]2[CH:12]=[CH:13][C:14]([O:15][CH3:16])=[C:9]([OH:8])[CH:10]=2)[O:18][CH:19]=1)[CH3:38], predict the reactants needed to synthesize it. The reactants are: C([O:8][C:9]1[CH:10]=[C:11]([C:17]2[O:18][CH:19]=[C:20]([CH2:22][CH:23]([C:28]([C:30]3[CH:35]=[CH:34][CH:33]=[CH:32][C:31]=3[O:36][CH2:37][CH3:38])=[O:29])C(OC)=O)[N:21]=2)[CH:12]=[CH:13][C:14]=1[O:15][CH3:16])C1C=CC=CC=1.Br.